From a dataset of Full USPTO retrosynthesis dataset with 1.9M reactions from patents (1976-2016). Predict the reactants needed to synthesize the given product. (1) Given the product [C:19]1([CH3:31])[CH:20]=[CH:21][C:22]([C:25]2[N:26]=[C:27]([NH:30][C:45]([C:42]3[S:41][C:40]([NH:39][C:37](=[O:38])[O:36][C:32]([CH3:34])([CH3:33])[CH3:35])=[N:44][CH:43]=3)=[O:46])[S:28][CH:29]=2)=[CH:23][CH:24]=1, predict the reactants needed to synthesize it. The reactants are: [I-].ClC1C=CC=C[N+]=1C.CCN(C(C)C)C(C)C.[C:19]1([CH3:31])[CH:24]=[CH:23][C:22]([C:25]2[N:26]=[C:27]([NH2:30])[S:28][CH:29]=2)=[CH:21][CH:20]=1.[C:32]([O:36][C:37]([NH:39][C:40]1[S:41][C:42]([C:45](O)=[O:46])=[CH:43][N:44]=1)=[O:38])([CH3:35])([CH3:34])[CH3:33]. (2) Given the product [CH3:16][C:13]([CH3:17])([CH2:14][CH3:15])[CH2:12][C:10]1[N:9]=[C:8]([CH:18]([NH:43][C:44](=[O:46])[CH3:45])[CH2:19][C:20]2[CH:21]=[CH:22][C:23]([N:26]3[CH2:31][CH2:30][CH2:29][C:28]4[CH:32]=[N:33][NH:34][C:27]3=4)=[CH:24][CH:25]=2)[NH:7][CH:11]=1, predict the reactants needed to synthesize it. The reactants are: Cl.CN(C)S([N:7]1[CH:11]=[C:10]([CH2:12][C:13]([CH3:17])([CH3:16])[CH2:14][CH3:15])[N:9]=[C:8]1[CH:18]([NH:43][C:44](=[O:46])[CH3:45])[CH2:19][C:20]1[CH:25]=[CH:24][C:23]([N:26]2[CH2:31][CH2:30][CH2:29][C:28]3[CH:32]=[N:33][N:34](COCC[Si](C)(C)C)[C:27]2=3)=[CH:22][CH:21]=1)(=O)=O.